Dataset: Full USPTO retrosynthesis dataset with 1.9M reactions from patents (1976-2016). Task: Predict the reactants needed to synthesize the given product. (1) Given the product [C:13]([O:12][C:11]([NH:10][CH:8]([C:6]1[S:7][C:3]([C:1]([OH:21])=[O:2])=[CH:4][N:5]=1)[CH3:9])=[O:17])([CH3:16])([CH3:15])[CH3:14], predict the reactants needed to synthesize it. The reactants are: [CH:1]([C:3]1[S:7][C:6]([CH:8]([NH:10][C:11](=[O:17])[O:12][C:13]([CH3:16])([CH3:15])[CH3:14])[CH3:9])=[N:5][CH:4]=1)=[O:2].O.O.P([O-])(O)(O)=[O:21].[Na+].CC(=CC)C.Cl([O-])=O.[Na+]. (2) Given the product [CH2:1]([C@H:6]1[CH2:7][CH2:8][C@H:9]([C@H:12]2[CH2:17][CH2:16][C@H:15]([CH2:18][CH2:19][C:20]([F:32])([F:31])[O:21][C:22]3[CH:27]=[C:26]([F:28])[C:25]([F:29])=[C:24]([F:30])[CH:23]=3)[CH2:14][CH2:13]2)[CH2:10][CH2:11]1)[CH2:2][CH2:3][CH2:4][CH3:5], predict the reactants needed to synthesize it. The reactants are: [CH2:1]([C@H:6]1[CH2:11][CH2:10][C@H:9]([C@H:12]2[CH2:17][CH2:16][C@H:15]([CH:18]=[CH:19][C:20]([F:32])([F:31])[O:21][C:22]3[CH:27]=[C:26]([F:28])[C:25]([F:29])=[C:24]([F:30])[CH:23]=3)[CH2:14][CH2:13]2)[CH2:8][CH2:7]1)[CH2:2][CH2:3][CH2:4][CH3:5]. (3) Given the product [NH2:30][C:26]1[N:27]=[CH:28][N:29]=[C:24]([C:2]2[NH:6][C:5]([C:15]3[CH:16]=[CH:17][CH:18]=[CH:19][CH:20]=3)=[C:4]([C:21]#[N:22])[CH:3]=2)[CH:25]=1, predict the reactants needed to synthesize it. The reactants are: Br[C:2]1[N:6](COCC[Si](C)(C)C)[C:5]([C:15]2[CH:20]=[CH:19][CH:18]=[CH:17][CH:16]=2)=[C:4]([C:21]#[N:22])[CH:3]=1.Cl[C:24]1[N:29]=[CH:28][N:27]=[C:26]([NH:30]C)[CH:25]=1. (4) Given the product [CH2:31]([C:2]1[CH:7]=[CH:6][C:5]([C:8]2[N:9]([C:24]3[CH:29]=[CH:28][CH:27]=[CH:26][C:25]=3[Cl:30])[N:10]=[C:11]3[C:16](=[O:17])[N:15]([CH2:18][C:19]([F:20])([F:22])[F:21])[C:14]([CH3:23])=[N:13][C:12]=23)=[CH:4][CH:3]=1)[CH2:32][CH2:33][CH3:34], predict the reactants needed to synthesize it. The reactants are: Br[C:2]1[CH:7]=[CH:6][C:5]([C:8]2[N:9]([C:24]3[CH:29]=[CH:28][CH:27]=[CH:26][C:25]=3[Cl:30])[N:10]=[C:11]3[C:16](=[O:17])[N:15]([CH2:18][C:19]([F:22])([F:21])[F:20])[C:14]([CH3:23])=[N:13][C:12]=23)=[CH:4][CH:3]=1.[CH2:31](B(O)O)[CH2:32][CH2:33][CH3:34].C([O-])([O-])=O.[K+].[K+].C(Cl)Cl. (5) Given the product [CH2:28]([S:35][C:2]1[CH:3]=[C:4]2[C:9](=[CH:10][CH:11]=1)[CH:8]=[N:7][C:6]([Cl:12])=[CH:5]2)[C:29]1[CH:34]=[CH:33][CH:32]=[CH:31][CH:30]=1, predict the reactants needed to synthesize it. The reactants are: Br[C:2]1[CH:3]=[C:4]2[C:9](=[CH:10][CH:11]=1)[CH:8]=[N:7][C:6]([Cl:12])=[CH:5]2.O1CCOCC1.C(N(CC)C(C)C)(C)C.[CH2:28]([SH:35])[C:29]1[CH:34]=[CH:33][CH:32]=[CH:31][CH:30]=1. (6) Given the product [Cl:75][C:70]1[CH:69]=[C:68]([CH:73]=[CH:72][C:71]=1[Cl:74])[CH2:67][O:66][C:62]1[CH:61]=[C:60]([C@H:58]2[CH2:57][O:56][C:52]3=[CH:53][C:54]4[CH2:55][C@@H:46]([C:44]([NH:43][C@@H:26]([CH2:27][C:28]5[CH:29]=[CH:30][C:31]([O:34][C:35]6[CH:40]=[CH:39][N:38]=[C:37]([CH3:41])[C:36]=6[CH3:42])=[CH:32][CH:33]=5)[C:25]([OH:76])=[O:24])=[O:45])[N:47]([C:7]([C:5]5[N:6]=[C:2]([CH3:1])[O:3][C:4]=5[CH3:10])=[O:9])[CH2:48][C:49]=4[CH:50]=[C:51]3[O:59]2)[CH:65]=[CH:64][CH:63]=1, predict the reactants needed to synthesize it. The reactants are: [CH3:1][C:2]1[O:3][C:4]([CH3:10])=[C:5]([C:7]([OH:9])=O)[N:6]=1.C1C=CC2N(O)N=NC=2C=1.Cl.Cl.C[O:24][C:25](=[O:76])[C@@H:26]([NH:43][C:44]([C@@H:46]1[CH2:55][C:54]2[CH:53]=[C:52]3[O:56][CH2:57][C@H:58]([C:60]4[CH:65]=[CH:64][CH:63]=[C:62]([O:66][CH2:67][C:68]5[CH:73]=[CH:72][C:71]([Cl:74])=[C:70]([Cl:75])[CH:69]=5)[CH:61]=4)[O:59][C:51]3=[CH:50][C:49]=2[CH2:48][NH:47]1)=[O:45])[CH2:27][C:28]1[CH:33]=[CH:32][C:31]([O:34][C:35]2[CH:40]=[CH:39][N:38]=[C:37]([CH3:41])[C:36]=2[CH3:42])=[CH:30][CH:29]=1.CCN(C(C)C)C(C)C. (7) Given the product [C:3]1([C:2](=[CH:11][CH2:12][CH2:13][CH2:14][CH2:15][CH3:16])[C:9]#[N:10])[CH:8]=[CH:7][CH:6]=[CH:5][CH:4]=1, predict the reactants needed to synthesize it. The reactants are: [Na].[CH2:2]([C:9]#[N:10])[C:3]1[CH:8]=[CH:7][CH:6]=[CH:5][CH:4]=1.[CH:11](=O)[CH2:12][CH2:13][CH2:14][CH2:15][CH3:16].